From a dataset of Full USPTO retrosynthesis dataset with 1.9M reactions from patents (1976-2016). Predict the reactants needed to synthesize the given product. (1) Given the product [Cl:1][C:2]1[CH:3]=[C:4]([O:12][CH:13]([CH3:15])[CH3:14])[C:5]([CH3:11])=[C:6]([CH:10]=1)[C:7]([NH:17][CH2:18][C:19]1[C:20](=[O:27])[NH:21][C:22]([CH3:26])=[CH:23][C:24]=1[CH3:25])=[O:9], predict the reactants needed to synthesize it. The reactants are: [Cl:1][C:2]1[CH:3]=[C:4]([O:12][CH:13]([CH3:15])[CH3:14])[C:5]([CH3:11])=[C:6]([CH:10]=1)[C:7]([OH:9])=O.Cl.[NH2:17][CH2:18][C:19]1[C:20](=[O:27])[NH:21][C:22]([CH3:26])=[CH:23][C:24]=1[CH3:25].C1C=NC2N(O)N=NC=2C=1.CN1CCOCC1.C(Cl)CCl. (2) Given the product [Br:13][C:6]1[C:7]2[C:12](=[CH:11][CH:10]=[CH:9][CH:8]=2)[C:3](/[N:2]=[CH:20]/[N:21]([CH3:23])[CH3:22])=[C:4]([C:14]([O:16][CH3:17])=[O:15])[CH:5]=1, predict the reactants needed to synthesize it. The reactants are: Br.[NH2:2][C:3]1[C:12]2[C:7](=[CH:8][CH:9]=[CH:10][CH:11]=2)[C:6]([Br:13])=[CH:5][C:4]=1[C:14]([O:16][CH3:17])=[O:15].CO[CH:20](OC)[N:21]([CH3:23])[CH3:22]. (3) The reactants are: [CH3:1][O:2][C:3]1[CH:4]=[C:5]2[C:10](=[CH:11][C:12]=1[O:13][CH3:14])[N:9]=[CH:8][CH:7]=[C:6]2[O:15][C:16]1[CH:21]=[CH:20][C:19]([C:22]2[C:23](=[O:31])[N:24]([CH3:30])[C:25](SC)=[N:26][CH:27]=2)=[CH:18][C:17]=1[F:32].C(O)(C(F)(F)F)=[O:34].OO.NC(N)=O.FC(F)(F)C(OC(=O)C(F)(F)F)=O. Given the product [CH3:1][O:2][C:3]1[CH:4]=[C:5]2[C:10](=[CH:11][C:12]=1[O:13][CH3:14])[N:9]=[CH:8][CH:7]=[C:6]2[O:15][C:16]1[CH:21]=[CH:20][C:19]([C:22]2[C:23](=[O:31])[N:24]([CH3:30])[C:25]([OH:34])=[N:26][CH:27]=2)=[CH:18][C:17]=1[F:32], predict the reactants needed to synthesize it. (4) Given the product [Br:1][C:2]1[CH:3]=[C:4]2[C:8](=[CH:9][CH:10]=1)[N:7]([C:16]([O:15][C:11]([CH3:14])([CH3:13])[CH3:12])=[O:17])[CH2:6][CH2:5]2, predict the reactants needed to synthesize it. The reactants are: [Br:1][C:2]1[CH:3]=[C:4]2[C:8](=[CH:9][CH:10]=1)[NH:7][CH2:6][CH2:5]2.[C:11]([O:15][C:16](=O)[O:17]C(C)(C)C)([CH3:14])([CH3:13])[CH3:12].CC#N.